From a dataset of Forward reaction prediction with 1.9M reactions from USPTO patents (1976-2016). Predict the product of the given reaction. (1) Given the reactants [Cl:1][C:2]1[N:7]=[C:6]([NH:8][C@H:9]([C:11]2[CH:16]=[CH:15][C:14]([F:17])=[CH:13][N:12]=2)[CH3:10])[CH:5]=[C:4](Cl)[N:3]=1.[Si:19]([O:26][CH:27]1[CH2:32][CH2:31][NH:30][CH2:29][CH2:28]1)([C:22]([CH3:25])([CH3:24])[CH3:23])([CH3:21])[CH3:20].C(=O)([O-])[O-].[Cs+].[Cs+].O, predict the reaction product. The product is: [Si:19]([O:26][CH:27]1[CH2:28][CH2:29][N:30]([C:4]2[N:3]=[C:2]([Cl:1])[N:7]=[C:6]([NH:8][C@H:9]([C:11]3[CH:16]=[CH:15][C:14]([F:17])=[CH:13][N:12]=3)[CH3:10])[CH:5]=2)[CH2:31][CH2:32]1)([C:22]([CH3:25])([CH3:24])[CH3:23])([CH3:21])[CH3:20]. (2) The product is: [C:34]([N:36]1[CH2:11][CH2:12][N:13]([CH2:16][CH2:17][CH:18]2[O:22][C:21](=[O:23])[C:20]([CH2:24][CH3:25])([CH2:26][CH3:27])[CH2:19]2)[CH2:14][CH2:15]1)(=[O:35])[C:28]1[CH:33]=[CH:32][CH:31]=[CH:30][CH:29]=1. Given the reactants N1C2C=CC=CC=2N=C1C1[CH2:15][CH2:14][N:13]([CH2:16][CH2:17][CH:18]2[O:22][C:21](=[O:23])[C:20]([CH2:26][CH3:27])([CH2:24][CH3:25])[CH2:19]2)[CH2:12][CH2:11]1.[C:28]1([C:34]([N:36]2CCNCC2)=[O:35])[CH:33]=[CH:32][CH:31]=[CH:30][CH:29]=1.N1(C2C=CC=CC=2C#N)CCNCC1, predict the reaction product. (3) Given the reactants [NH2:1][C:2]1[CH:6]=[CH:5][S:4][C:3]=1[C:7]([O:9][CH3:10])=[O:8].[C:11](OC(=O)C)(=[O:13])[CH3:12], predict the reaction product. The product is: [C:11]([NH:1][C:2]1[CH:6]=[CH:5][S:4][C:3]=1[C:7]([O:9][CH3:10])=[O:8])(=[O:13])[CH3:12]. (4) Given the reactants [NH2:1][CH2:2][CH2:3][N:4]([CH2:21][CH2:22][NH2:23])[C:5](=[O:20])[C:6]1[C:14]([I:15])=[C:13]([NH:16][CH3:17])[C:12]([I:18])=[C:8]([C:9]([OH:11])=[O:10])[C:7]=1[I:19].[Br:24][CH:25]([CH3:29])[C:26](Br)=[O:27], predict the reaction product. The product is: [Br:24][CH:25]([CH3:29])[C:26]([NH:1][CH2:2][CH2:3][N:4]([CH2:21][CH2:22][NH:23][C:26](=[O:27])[CH:25]([Br:24])[CH3:29])[C:5](=[O:20])[C:6]1[C:14]([I:15])=[C:13]([NH:16][CH2:17][C:26](=[O:27])[CH:25]([Br:24])[CH3:29])[C:12]([I:18])=[C:8]([C:9]([OH:11])=[O:10])[C:7]=1[I:19])=[O:27].